This data is from Catalyst prediction with 721,799 reactions and 888 catalyst types from USPTO. The task is: Predict which catalyst facilitates the given reaction. (1) Reactant: [N:1]1[C:10]2[C:5](=[CH:6][CH:7]=[CH:8][CH:9]=2)[CH:4]=[CH:3][C:2]=1[NH:11][C:12](=[O:19])OCC(Cl)(Cl)Cl.[C:20]1([C:26]2[N:30]=[C:29]([N:31]3[CH2:36][CH2:35][NH:34][CH2:33][CH2:32]3)[S:28][N:27]=2)[CH:25]=[CH:24][CH:23]=[CH:22][CH:21]=1.C(N(C(C)C)CC)(C)C.O. Product: [C:20]1([C:26]2[N:30]=[C:29]([N:31]3[CH2:36][CH2:35][N:34]([C:12]([NH:11][C:2]4[CH:3]=[CH:4][C:5]5[C:10](=[CH:9][CH:8]=[CH:7][CH:6]=5)[N:1]=4)=[O:19])[CH2:33][CH2:32]3)[S:28][N:27]=2)[CH:21]=[CH:22][CH:23]=[CH:24][CH:25]=1. The catalyst class is: 16. (2) Reactant: [F:1][C:2]1[CH:3]=[C:4]([CH:27]=[CH:28][CH:29]=1)[CH2:5][O:6][C:7]1[CH:12]=[CH:11][C:10]([S:13][CH:14]2[CH2:19][CH2:18][N:17](C(OC(C)(C)C)=O)[CH2:16][CH2:15]2)=[CH:9][CH:8]=1.Cl.CCOC(C)=O. Product: [F:1][C:2]1[CH:3]=[C:4]([CH:27]=[CH:28][CH:29]=1)[CH2:5][O:6][C:7]1[CH:8]=[CH:9][C:10]([S:13][CH:14]2[CH2:19][CH2:18][NH:17][CH2:16][CH2:15]2)=[CH:11][CH:12]=1. The catalyst class is: 25. (3) Reactant: [CH3:1][N:2]1[CH2:8][CH2:7][CH2:6][N:5]([CH2:9][CH2:10][CH2:11][CH2:12][O:13][C:14]2[CH:19]=[C:18]([CH:20]=O)[CH:17]=[CH:16][N:15]=2)[CH2:4][CH2:3]1.[F:22][C:23]1[C:24]([CH3:31])=[C:25]([NH2:30])[C:26]([NH2:29])=[CH:27][CH:28]=1. Product: [F:22][C:23]1[CH:28]=[CH:27][C:26]2[NH:29][C:20]([C:18]3[CH:17]=[CH:16][N:15]=[C:14]([O:13][CH2:12][CH2:11][CH2:10][CH2:9][N:5]4[CH2:6][CH2:7][CH2:8][N:2]([CH3:1])[CH2:3][CH2:4]4)[CH:19]=3)=[N:30][C:25]=2[C:24]=1[CH3:31]. The catalyst class is: 3. (4) Reactant: [CH2:1]([O:8][C:9](=[O:25])[CH:10]([NH:17][C:18]([O:20][C:21]([CH3:24])([CH3:23])[CH3:22])=[O:19])[CH2:11][CH2:12][C:13](=[O:16])[CH:14]=[CH2:15])[C:2]1[CH:7]=[CH:6][CH:5]=[CH:4][CH:3]=1.[BH4-].[Na+]. Product: [CH2:1]([O:8][C:9](=[O:25])[CH:10]([NH:17][C:18]([O:20][C:21]([CH3:24])([CH3:23])[CH3:22])=[O:19])[CH2:11][CH2:12][CH:13]([OH:16])[CH:14]=[CH2:15])[C:2]1[CH:7]=[CH:6][CH:5]=[CH:4][CH:3]=1. The catalyst class is: 5. (5) Product: [CH2:31]([NH:30][C:28](=[O:29])[NH:27][C:15]1[N:14]=[CH:13][C:12]([C:8]2[CH:9]=[N:10][CH:11]=[C:6]([C:4](=[NH:34])[NH2:5])[CH:7]=2)=[C:17]([C:18]2[S:19][CH:20]=[C:21]([C:23]([F:25])([F:24])[F:26])[N:22]=2)[CH:16]=1)[CH3:32]. The catalyst class is: 5. Reactant: C[O-].[Na+].[C:4]([C:6]1[CH:7]=[C:8]([C:12]2[CH:13]=[N:14][C:15]([NH:27][C:28]([NH:30][CH2:31][CH3:32])=[O:29])=[CH:16][C:17]=2[C:18]2[S:19][CH:20]=[C:21]([C:23]([F:26])([F:25])[F:24])[N:22]=2)[CH:9]=[N:10][CH:11]=1)#[N:5].[Cl-].[NH4+:34].